Dataset: Reaction yield outcomes from USPTO patents with 853,638 reactions. Task: Predict the reaction yield, written as a fraction of the theoretical maximum amount of product (1.0 means a 100% yield; for example, 0.34 means a 34% yield). (1) The reactants are [CH3:1][C:2]1[O:6][N:5]=[C:4]([C:7]2[CH:12]=[CH:11][CH:10]=[CH:9][CH:8]=2)[C:3]=1[CH2:13][OH:14].O[C:16]1[CH:21]=[CH:20][C:19]([C:22]([F:25])([F:24])[F:23])=[CH:18][N:17]=1.C1(P(C2C=CC=CC=2)C2C=CC=CC=2)C=CC=CC=1.N(C(OCC)=O)=NC(OCC)=O. The catalyst is C1COCC1. The product is [CH3:1][C:2]1[O:6][N:5]=[C:4]([C:7]2[CH:12]=[CH:11][CH:10]=[CH:9][CH:8]=2)[C:3]=1[CH2:13][O:14][C:16]1[CH:21]=[CH:20][C:19]([C:22]([F:25])([F:24])[F:23])=[CH:18][N:17]=1. The yield is 0.510. (2) The reactants are Br[C:2]1[CH:3]=[C:4]([CH2:8][OH:9])[CH:5]=[N:6][CH:7]=1.[Cu](C#N)[C:11]#[N:12].[NH4+].[Cl-]. The catalyst is N1C=CC=CC=1.N. The product is [OH:9][CH2:8][C:4]1[CH:3]=[C:2]([C:11]#[N:12])[CH:7]=[N:6][CH:5]=1. The yield is 0.510. (3) The reactants are [OH:1][C:2]1[CH:3]=[CH:4][CH:5]=[C:6]2[C:11]=1[N:10]=[CH:9][CH:8]=[CH:7]2.[Ir:12](Cl)(Cl)Cl.[C:16]1([C:22]2[S:23][C:24]3[CH:30]=[CH:29][CH:28]=[CH:27][C:25]=3[N:26]=2)[CH:21]=[CH:20][CH:19]=[CH:18][CH:17]=1.[C:31](=[O:34])([O-:33])[O-:32].[Na+].[Na+]. The catalyst is C(OCCO)C. The product is [OH:1][C:2]1[CH:3]=[CH:4][CH:5]=[C:6]2[C:11]=1[N:10]=[C:9]([C:31]([O-:33])=[O:32])[CH:8]=[CH:7]2.[Ir+3:12].[C:16]1([C:22]2[S:23][C:24]3[CH:30]=[CH:29][CH:28]=[CH:27][C:25]=3[N:26]=2)[CH:17]=[CH:18][CH:19]=[CH:20][CH:21]=1.[C:16]1([C:22]2[S:23][C:24]3[CH:30]=[CH:29][CH:28]=[CH:27][C:25]=3[N:26]=2)[CH:17]=[CH:18][CH:19]=[CH:20][CH:21]=1.[OH:1][C:2]1[CH:3]=[CH:4][CH:5]=[C:6]2[C:11]=1[N:10]=[C:9]([C:31]([O-:32])=[O:34])[CH:8]=[CH:7]2.[OH:1][C:2]1[CH:3]=[CH:4][CH:5]=[C:6]2[C:11]=1[N:10]=[C:9]([C:31]([O-:33])=[O:32])[CH:8]=[CH:7]2. The yield is 0.570. (4) The reactants are C(O)C.Cl.Cl.[Cl:6][C:7]1[C:8]([F:33])=[C:9]([CH:30]=[CH:31][CH:32]=1)[NH:10][C:11]1[C:20]2[C:15](=[CH:16][C:17]([O:28][CH3:29])=[C:18]([O:21][CH:22]3[CH2:27][CH2:26][NH:25][CH2:24][CH2:23]3)[CH:19]=2)[N:14]=[CH:13][N:12]=1.C([O:37][CH2:38][C:39](Cl)=[O:40])(=O)C. The catalyst is CN(C)C1C=CN=CC=1.C(#N)C. The product is [Cl:6][C:7]1[C:8]([F:33])=[C:9]([CH:30]=[CH:31][CH:32]=1)[NH:10][C:11]1[C:20]2[C:15](=[CH:16][C:17]([O:28][CH3:29])=[C:18]([O:21][CH:22]3[CH2:27][CH2:26][N:25]([C:38](=[O:37])[CH2:39][OH:40])[CH2:24][CH2:23]3)[CH:19]=2)[N:14]=[CH:13][N:12]=1. The yield is 0.839. (5) The reactants are [OH:1][C:2]1[CH:3]=[C:4]([CH:9]=[C:10]([O:12][S:13]([C:16]2[CH:21]=[CH:20][C:19]([CH3:22])=[CH:18][CH:17]=2)(=[O:15])=[O:14])[CH:11]=1)[C:5]([O:7][CH3:8])=[O:6].[F:23][C:24]1[CH:25]=[C:26](B(O)O)[CH:27]=[C:28]([F:30])[CH:29]=1.C(N(CC)CC)C. The catalyst is C(Cl)Cl.C([O-])(=O)C.[Cu+2].C([O-])(=O)C. The product is [F:23][C:24]1[CH:25]=[C:26]([O:1][C:2]2[CH:3]=[C:4]([CH:9]=[C:10]([O:12][S:13]([C:16]3[CH:21]=[CH:20][C:19]([CH3:22])=[CH:18][CH:17]=3)(=[O:15])=[O:14])[CH:11]=2)[C:5]([O:7][CH3:8])=[O:6])[CH:27]=[C:28]([F:30])[CH:29]=1. The yield is 0.550. (6) The reactants are C[O:2][C:3](=[O:27])[CH2:4][C:5]1[S:9][C:8]([NH:10][C:11](=[O:20])[C:12]2[CH:17]=[C:16]([Br:18])[CH:15]=[CH:14][C:13]=2[OH:19])=[N:7][C:6]=1[C:21]1[CH:26]=[CH:25][CH:24]=[CH:23][CH:22]=1.[OH-].[Na+].Cl. The catalyst is CO. The product is [Br:18][C:16]1[CH:15]=[CH:14][C:13]([OH:19])=[C:12]([CH:17]=1)[C:11]([NH:10][C:8]1[S:9][C:5]([CH2:4][C:3]([OH:27])=[O:2])=[C:6]([C:21]2[CH:26]=[CH:25][CH:24]=[CH:23][CH:22]=2)[N:7]=1)=[O:20]. The yield is 0.773.